This data is from Catalyst prediction with 721,799 reactions and 888 catalyst types from USPTO. The task is: Predict which catalyst facilitates the given reaction. (1) Reactant: [F:1][C:2]1[CH:3]=[C:4]([S:8]([NH:11][C:12]2[CH:13]=[C:14]3[C:18](=[CH:19][CH:20]=2)[NH:17][N:16]=[C:15]3[C:21](O)=[O:22])(=[O:10])=[O:9])[CH:5]=[CH:6][CH:7]=1.CN(C(ON1N=NC2C=CC=NC1=2)=[N+](C)C)C.F[P-](F)(F)(F)(F)F.C(N(C(C)C)CC)(C)C.[NH2:57][C:58]1[CH:63]=[CH:62][CH:61]=[CH:60][CH:59]=1. Product: [C:58]1([NH:57][C:21]([C:15]2[C:14]3[C:18](=[CH:19][CH:20]=[C:12]([NH:11][S:8]([C:4]4[CH:5]=[CH:6][CH:7]=[C:2]([F:1])[CH:3]=4)(=[O:9])=[O:10])[CH:13]=3)[NH:17][N:16]=2)=[O:22])[CH:63]=[CH:62][CH:61]=[CH:60][CH:59]=1. The catalyst class is: 9. (2) The catalyst class is: 2. Product: [CH3:27][C@H:19]1[C@@H:20]2[O:26][CH:29]([C:30]3[CH:35]=[CH:34][CH:33]=[CH:32][CH:31]=3)[O:25][C@H:21]2[CH2:22][CH2:23][CH2:24][C@H:16]([NH:8][C:9](=[O:15])[O:10][C:11]([CH3:12])([CH3:13])[CH3:14])[C:17](=[O:28])[O:18]1. Reactant: C(OC([N:8]([C@H:16]1[CH2:24][CH2:23][CH2:22][C@H:21]([OH:25])[C@@H:20]([OH:26])[C@H:19]([CH3:27])[O:18][C:17]1=[O:28])[C:9](=[O:15])[O:10][C:11]([CH3:14])([CH3:13])[CH3:12])=O)(C)(C)C.[CH3:29][C:30]1[CH:35]=[CH:34][C:33](S(O)(=O)=O)=[CH:32][CH:31]=1.C(=O)C1C=CC=CC=1.[O-]S([O-])(=O)=O.[Mg+2]. (3) Reactant: C([O:3][C:4](=[O:47])[C:5]([CH3:46])([CH3:45])[CH2:6][C:7]1[N:8]([CH2:30][C:31]2[CH:36]=[CH:35][C:34]([C:37]3[CH:42]=[CH:41][C:40]([CH2:43][OH:44])=[CH:39][N:38]=3)=[CH:33][CH:32]=2)[C:9]2[C:14]([C:15]=1[S:16][C:17]([CH3:20])([CH3:19])[CH3:18])=[CH:13][C:12]([O:21][CH2:22][C:23]1[CH:28]=[CH:27][C:26]([CH3:29])=[CH:25][N:24]=1)=[CH:11][CH:10]=2)C.CO.[Li+].[OH-]. Product: [C:17]([S:16][C:15]1[C:14]2[C:9](=[CH:10][CH:11]=[C:12]([O:21][CH2:22][C:23]3[CH:28]=[CH:27][C:26]([CH3:29])=[CH:25][N:24]=3)[CH:13]=2)[N:8]([CH2:30][C:31]2[CH:36]=[CH:35][C:34]([C:37]3[CH:42]=[CH:41][C:40]([CH2:43][OH:44])=[CH:39][N:38]=3)=[CH:33][CH:32]=2)[C:7]=1[CH2:6][C:5]([CH3:46])([CH3:45])[C:4]([OH:47])=[O:3])([CH3:20])([CH3:18])[CH3:19]. The catalyst class is: 1. (4) Reactant: [C:1]([O:5][CH2:6][CH2:7]O)(=[O:4])[CH:2]=[CH2:3].[C:9]1([C:19]([OH:21])=[O:20])[C:18]2[C:13](=[CH:14][CH:15]=[CH:16][CH:17]=2)[CH:12]=[CH:11][CH:10]=1.C(Cl)CCl. Product: [C:1]([O:5][CH:6]([O:20][C:19]([C:9]1[C:18]2[C:13](=[CH:14][CH:15]=[CH:16][CH:17]=2)[CH:12]=[CH:11][CH:10]=1)=[O:21])[CH3:7])(=[O:4])[CH:2]=[CH2:3]. The catalyst class is: 79. (5) Reactant: [C:1]([NH:4][C:5]1[CH:9]=[CH:8][N:7]([C:10]2[CH:15]=[CH:14][C:13]([O:16][CH3:17])=[CH:12][CH:11]=2)[C:6]=1[C:18]([O:20][CH2:21][CH3:22])=[O:19])(=[O:3])[CH3:2].C1C(=O)N([Cl:30])C(=O)C1. Product: [C:1]([NH:4][C:5]1[CH:9]=[C:8]([Cl:30])[N:7]([C:10]2[CH:15]=[CH:14][C:13]([O:16][CH3:17])=[CH:12][CH:11]=2)[C:6]=1[C:18]([O:20][CH2:21][CH3:22])=[O:19])(=[O:3])[CH3:2]. The catalyst class is: 7. (6) Reactant: [CH3:1][Mg]Br.[Si:4]([O:11][CH2:12][C:13]1[CH:14]=[C:15]([CH2:20][N:21]2[C:25]([CH3:26])=[C:24]([C:27]3[CH:32]=[CH:31][C:30]([C:33]#[N:34])=[CH:29][CH:28]=3)[C:23]([C:35]#[N:36])=[C:22]2[CH:37]=[O:38])[CH:16]=[N:17][C:18]=1[Cl:19])([C:7]([CH3:10])([CH3:9])[CH3:8])([CH3:6])[CH3:5].[Cl-].[Na+]. Product: [Si:4]([O:11][CH2:12][C:13]1[CH:14]=[C:15]([CH2:20][N:21]2[C:25]([CH3:26])=[C:24]([C:27]3[CH:28]=[CH:29][C:30]([C:33]#[N:34])=[CH:31][CH:32]=3)[C:23]([C:35]#[N:36])=[C:22]2[CH:37]([OH:38])[CH3:1])[CH:16]=[N:17][C:18]=1[Cl:19])([C:7]([CH3:10])([CH3:8])[CH3:9])([CH3:5])[CH3:6]. The catalyst class is: 1. (7) Reactant: [Cl:1][C:2]1[CH:3]=[C:4](B(O)O)[CH:5]=[N:6][C:7]=1[Cl:8].ClC1C=C([C:20]2[CH:32]=[CH:31][C:23]([C:24]([NH:26][S:27]([CH3:30])(=[O:29])=[O:28])=[O:25])=[CH:22][C:21]=2[O:33][CH3:34])C=NC=1F.C1(OC)CCCC1.C(=O)([O-])[O-].[Na+].[Na+]. Product: [Cl:1][C:2]1[CH:3]=[C:4]([C:20]2[CH:32]=[CH:31][C:23]([C:24]([NH:26][S:27]([CH3:30])(=[O:29])=[O:28])=[O:25])=[CH:22][C:21]=2[O:33][CH3:34])[CH:5]=[N:6][C:7]=1[Cl:8]. The catalyst class is: 73. (8) Reactant: C1(P(C2CCCCC2)C2C=CC=CC=2C2C(C(C)C)=CC(C(C)C)=CC=2C(C)C)CCCCC1.[O:35]1[CH2:40][CH2:39][N:38]([C:41]2[CH:46]=[CH:45][N:44]=[C:43]([NH2:47])[N:42]=2)[CH2:37][CH2:36]1.Cl[C:49]1[C:58]2[C:53](=[CH:54][C:55]([F:59])=[CH:56][CH:57]=2)[N:52]=[C:51]([C:60]2[CH:65]=[CH:64][CH:63]=[CH:62][N:61]=2)[C:50]=1[CH3:66].CC(C)([O-])C.[Na+]. Product: [F:59][C:55]1[CH:54]=[C:53]2[C:58]([C:49]([NH:47][C:43]3[N:42]=[C:41]([N:38]4[CH2:39][CH2:40][O:35][CH2:36][CH2:37]4)[CH:46]=[CH:45][N:44]=3)=[C:50]([CH3:66])[C:51]([C:60]3[CH:65]=[CH:64][CH:63]=[CH:62][N:61]=3)=[N:52]2)=[CH:57][CH:56]=1. The catalyst class is: 101. (9) Reactant: [H-].[Na+].[CH2:3]([OH:7])[C:4]#[C:5][CH3:6].Cl[C:9]1[CH:14]=[C:13]([N:15]([CH2:24][O:25][CH3:26])[C:16]2[CH:21]=[CH:20][CH:19]=[C:18]([F:22])[C:17]=2[F:23])[N:12]=[CH:11][N:10]=1.[Cl-].[NH4+]. Product: [CH3:26][O:25][CH2:24][N:15]([C:13]1[CH:14]=[C:9]([O:7][CH2:3][C:4]#[C:5][CH3:6])[N:10]=[CH:11][N:12]=1)[C:16]1[CH:21]=[CH:20][CH:19]=[C:18]([F:22])[C:17]=1[F:23]. The catalyst class is: 7.